Dataset: Reaction yield outcomes from USPTO patents with 853,638 reactions. Task: Predict the reaction yield, written as a fraction of the theoretical maximum amount of product (1.0 means a 100% yield; for example, 0.34 means a 34% yield). The reactants are [CH:1]1([N:6]2[C:11]3[N:12]=[C:13]([NH:16][C:17]4[CH:22]=[CH:21][C:20]([N:23]5[CH2:28][CH:27]([CH3:29])[O:26][CH:25]([CH3:30])[CH2:24]5)=[CH:19][N:18]=4)[N:14]=[CH:15][C:10]=3[C:9]([CH3:31])=[C:8]([C:32]([O:34]CC)=[CH2:33])[C:7]2=[O:37])[CH2:5][CH2:4][CH2:3][CH2:2]1.Cl. The catalyst is C(OCC)(=O)C.ClCCl.C([O-])(O)=O.[Na+]. The product is [C:32]([C:8]1[C:7](=[O:37])[N:6]([CH:1]2[CH2:5][CH2:4][CH2:3][CH2:2]2)[C:11]2[N:12]=[C:13]([NH:16][C:17]3[CH:22]=[CH:21][C:20]([N:23]4[CH2:24][CH:25]([CH3:30])[O:26][CH:27]([CH3:29])[CH2:28]4)=[CH:19][N:18]=3)[N:14]=[CH:15][C:10]=2[C:9]=1[CH3:31])(=[O:34])[CH3:33]. The yield is 0.384.